From a dataset of Forward reaction prediction with 1.9M reactions from USPTO patents (1976-2016). Predict the product of the given reaction. (1) Given the reactants [F:1][C:2]1([F:17])[CH2:7][N:6]([C:8]([O:10][C:11]([CH3:14])([CH3:13])[CH3:12])=[O:9])[C@@H:5]([CH2:15][OH:16])[CH2:4][CH2:3]1.CC(OI1(OC(C)=O)(OC(C)=O)OC(=O)C2C=CC=CC1=2)=O, predict the reaction product. The product is: [F:17][C:2]1([F:1])[CH2:7][N:6]([C:8]([O:10][C:11]([CH3:12])([CH3:13])[CH3:14])=[O:9])[C@@H:5]([CH:15]=[O:16])[CH2:4][CH2:3]1. (2) Given the reactants [C:1]([C:3]1[CH:4]=[C:5]([C:16]2[CH:21]=[CH:20][N:19]=[C:18]3[N:22](S(C4C=CC=CC=4)(=O)=O)[C:23]([C:25]4[CH:26]=[CH:27][C:28]([NH:31][C:32](=[O:34])[CH3:33])=[N:29][CH:30]=4)=[CH:24][C:17]=23)[CH:6]=[CH:7][C:8]=1[O:9][CH:10]1[CH2:15][CH2:14][O:13][CH2:12][CH2:11]1)#[N:2].C(=O)([O-])[O-].[Cs+].[Cs+].FC(F)(F)CO, predict the reaction product. The product is: [C:1]([C:3]1[CH:4]=[C:5]([C:16]2[CH:21]=[CH:20][N:19]=[C:18]3[NH:22][C:23]([C:25]4[CH:26]=[CH:27][C:28]([NH:31][C:32](=[O:34])[CH3:33])=[N:29][CH:30]=4)=[CH:24][C:17]=23)[CH:6]=[CH:7][C:8]=1[O:9][CH:10]1[CH2:11][CH2:12][O:13][CH2:14][CH2:15]1)#[N:2]. (3) Given the reactants O.[Cl:2][C:3]1[CH:4]=[CH:5][C:6]([N+:11]([O-:13])=[O:12])=[C:7]([CH:10]=1)[CH:8]=[O:9].[CH2:14](O)[CH2:15][OH:16].ClCCl, predict the reaction product. The product is: [Cl:2][C:3]1[CH:4]=[CH:5][C:6]([N+:11]([O-:13])=[O:12])=[C:7]([CH:8]2[O:16][CH2:15][CH2:14][O:9]2)[CH:10]=1. (4) Given the reactants Br[C:2]1[C:7]([CH3:8])=[CH:6][C:5]([C:9](=[O:11])[CH3:10])=[C:4]([OH:12])[CH:3]=1.CC1(C)C2C=CC=C(P(C3C=CC=CC=3)C3C=CC=CC=3)C=2OC2C1=CC=CC=2P(C1C=CC=CC=1)C1C=CC=CC=1.[CH3:55][N:56](C)C=O, predict the reaction product. The product is: [C:9]([C:5]1[C:4]([OH:12])=[CH:3][C:2]([C:55]#[N:56])=[C:7]([CH3:8])[CH:6]=1)(=[O:11])[CH3:10]. (5) Given the reactants CS[C:3](=[C:6]([C:9]#[N:10])[C:7]#[N:8])SC.[NH2:11][CH:12]1[CH2:17][CH2:16][N:15]([CH2:18][C:19]2[CH:24]=[CH:23][CH:22]=[CH:21][CH:20]=2)[CH2:14][CH2:13]1.[NH2:25][CH2:26][CH2:27][OH:28], predict the reaction product. The product is: [CH2:18]([N:15]1[CH2:16][CH2:17][CH:12]([NH:11][C:3](=[C:6]([C:9]#[N:10])[C:7]#[N:8])[NH:25][CH2:26][CH2:27][OH:28])[CH2:13][CH2:14]1)[C:19]1[CH:24]=[CH:23][CH:22]=[CH:21][CH:20]=1. (6) Given the reactants [CH:1]([C:4]1[C:13]2[CH:14]=[CH:15][C:16]([C:18](O)=[O:19])=[CH:17][C:12]=2[C:11]2[C:10](=[O:21])[NH:9][CH:8]=[CH:7][C:6]=2[N:5]=1)([CH3:3])[CH3:2].C(N1C=CN=C1)([N:24]1C=CN=C1)=O.[OH-].[NH4+], predict the reaction product. The product is: [CH:1]([C:4]1[C:13]2[CH:14]=[CH:15][C:16]([C:18]([NH2:24])=[O:19])=[CH:17][C:12]=2[C:11]2[C:10](=[O:21])[NH:9][CH:8]=[CH:7][C:6]=2[N:5]=1)([CH3:3])[CH3:2]. (7) The product is: [CH3:15][C:10]1([CH3:16])[C:11]([CH3:14])([CH3:13])[O:12][B:8]([C:2]2[CH2:6][CH2:5][C:4](=[O:7])[CH:3]=2)[O:9]1. Given the reactants Br[C:2]1[CH2:6][CH2:5][C:4](=[O:7])[CH:3]=1.[B:8]1([B:8]2[O:12][C:11]([CH3:14])([CH3:13])[C:10]([CH3:16])([CH3:15])[O:9]2)[O:12][C:11]([CH3:14])([CH3:13])[C:10]([CH3:16])([CH3:15])[O:9]1.CC([O-])=O.[K+], predict the reaction product.